From a dataset of Reaction yield outcomes from USPTO patents with 853,638 reactions. Predict the reaction yield, written as a fraction of the theoretical maximum amount of product (1.0 means a 100% yield; for example, 0.34 means a 34% yield). The reactants are Cl[C:2]1[N:7]=[CH:6][C:5]([NH2:8])=[C:4]([C:9]2[C:10](F)=[N:11][CH:12]=[C:13]([C:15]3[CH:20]=[CH:19][C:18]([CH2:21][N:22]4[CH2:27][CH2:26][CH2:25][CH2:24][CH2:23]4)=[CH:17][CH:16]=3)[CH:14]=2)[CH:3]=1.[Br:29][Si](C)(C)C. The catalyst is O1CCOCC1. The product is [Br:29][C:2]1[N:7]=[CH:6][C:5]2[NH:8][C:10]3[N:11]=[CH:12][C:13]([C:15]4[CH:20]=[CH:19][C:18]([CH2:21][N:22]5[CH2:27][CH2:26][CH2:25][CH2:24][CH2:23]5)=[CH:17][CH:16]=4)=[CH:14][C:9]=3[C:4]=2[CH:3]=1. The yield is 0.450.